From a dataset of Full USPTO retrosynthesis dataset with 1.9M reactions from patents (1976-2016). Predict the reactants needed to synthesize the given product. Given the product [OH:29][CH:28]([CH2:27][OH:26])[CH2:30][O:31][C:32]1[N:37]=[C:36]([C:38]([NH:1][C:2]2[CH:11]=[CH:10][CH:9]=[C:8]3[C:3]=2[C:4](=[O:23])[N:5]([C:13]2[CH:18]=[CH:17][CH:16]=[C:15]([C:19]([F:22])([F:21])[F:20])[CH:14]=2)[C:6]([CH3:12])=[N:7]3)=[O:39])[CH:35]=[CH:34][CH:33]=1, predict the reactants needed to synthesize it. The reactants are: [NH2:1][C:2]1[CH:11]=[CH:10][CH:9]=[C:8]2[C:3]=1[C:4](=[O:23])[N:5]([C:13]1[CH:18]=[CH:17][CH:16]=[C:15]([C:19]([F:22])([F:21])[F:20])[CH:14]=1)[C:6]([CH3:12])=[N:7]2.CC1(C)[O:29][CH:28]([CH2:30][O:31][C:32]2[N:37]=[C:36]([C:38](O)=[O:39])[CH:35]=[CH:34][CH:33]=2)[CH2:27][O:26]1.CN(C(ON1N=NC2C=CC=NC1=2)=[N+](C)C)C.F[P-](F)(F)(F)(F)F.CCN(C(C)C)C(C)C.